Dataset: Forward reaction prediction with 1.9M reactions from USPTO patents (1976-2016). Task: Predict the product of the given reaction. (1) Given the reactants F[C:2](F)(F)[C:3](O)=O.[CH3:8][O:9][C:10]([C:12]1[CH:13]=[C:14]([CH3:40])[C:15]2[O:21][C:20]3[C:22]([Cl:36])=[CH:23][C:24]([NH:26][CH2:27][CH2:28][NH:29][CH2:30][C:31]4[O:32][CH:33]=[CH:34][CH:35]=4)=[CH:25][C:19]=3[CH2:18][S:17](=[O:38])(=[O:37])[C:16]=2[CH:39]=1)=[O:11].[CH:41](=O)[CH3:42].C([BH3-])#N.[Na+], predict the reaction product. The product is: [CH3:8][O:9][C:10]([C:12]1[CH:13]=[C:14]([CH3:40])[C:15]2[O:21][C:20]3[C:22]([Cl:36])=[CH:23][C:24]([N:26]([CH2:2][CH3:3])[CH2:27][CH2:28][N:29]([CH2:41][CH3:42])[CH2:30][C:31]4[O:32][CH:33]=[CH:34][CH:35]=4)=[CH:25][C:19]=3[CH2:18][S:17](=[O:38])(=[O:37])[C:16]=2[CH:39]=1)=[O:11]. (2) Given the reactants [C:1]([O:5][C:6]([N:8]1[C@H:12]([CH:13]=[O:14])[CH2:11][O:10][C:9]1([CH3:16])[CH3:15])=[O:7])([CH3:4])([CH3:3])[CH3:2].[CH2:17]([Mg]Br)[CH2:18][CH:19]=[CH2:20].[NH4+].[Cl-], predict the reaction product. The product is: [C:1]([O:5][C:6]([N:8]1[CH:12]([CH:13]([OH:14])[CH2:20][CH2:19][CH:18]=[CH2:17])[CH2:11][O:10][C:9]1([CH3:16])[CH3:15])=[O:7])([CH3:4])([CH3:3])[CH3:2]. (3) The product is: [CH3:1][C:2]1([CH3:19])[O:6][C@@H:5]([C:7]([OH:9])=[O:8])[C:4]([CH3:18])([CH3:17])[O:3]1. Given the reactants [CH3:1][C:2]1([CH3:19])[O:6][C@@H:5]([C:7]([O:9]CC2C=CC=CC=2)=[O:8])[C:4]([CH3:18])([CH3:17])[O:3]1, predict the reaction product. (4) Given the reactants [OH:1][C:2]1[CH:7]=[CH:6][CH:5]=[CH:4][C:3]=1[C:8](=[O:10])[CH3:9].C(Cl)(Cl)Cl.C(N(CC)CC)C.[C:22](Cl)(=[O:24])[CH3:23], predict the reaction product. The product is: [C:8]([C:3]1[CH:4]=[CH:5][CH:6]=[CH:7][C:2]=1[O:1][C:22](=[O:24])[CH3:23])(=[O:10])[CH3:9]. (5) The product is: [S:1]([OH:5])([OH:4])(=[O:3])=[O:2].[NH2:6][CH2:7][CH2:8][CH2:9][CH2:10][CH2:11][NH2:12]. Given the reactants [S:1](=[O:5])(=[O:4])([OH:3])[OH:2].[NH2:6][CH2:7][CH2:8][CH2:9][CH2:10][CH2:11][NH2:12], predict the reaction product.